This data is from Full USPTO retrosynthesis dataset with 1.9M reactions from patents (1976-2016). The task is: Predict the reactants needed to synthesize the given product. (1) Given the product [CH3:16][C:11]1[CH:10]=[C:9]([C:4]2[CH:5]=[CH:6][C:7]([NH:8][C:32]3[CH:25]=[C:26]([CH3:29])[CH:27]=[CH:33][CH:31]=3)=[C:2]([CH3:1])[CH:3]=2)[CH:15]=[CH:14][C:12]=1[NH:13][C:18]1[CH:19]=[C:20]([CH3:24])[CH:21]=[CH:22][CH:23]=1, predict the reactants needed to synthesize it. The reactants are: [CH3:1][C:2]1[CH:3]=[C:4]([C:9]2[CH:15]=[CH:14][C:12]([NH2:13])=[C:11]([CH3:16])[CH:10]=2)[CH:5]=[CH:6][C:7]=1[NH2:8].I[C:18]1[CH:19]=[C:20]([CH3:24])[CH:21]=[CH:22][CH:23]=1.[CH3:25][C:26]([CH3:29])([O-])[CH3:27].[K+].[C:31](P(C(C)(C)C)C(C)(C)C)(C)([CH3:33])[CH3:32]. (2) Given the product [C:12]([C:8]1[S:7][C:6]([C:4]([O:3][CH2:1][CH3:2])=[O:5])=[N:10][N:9]=1)#[C:13][CH2:14][CH2:15][CH3:16], predict the reactants needed to synthesize it. The reactants are: [CH2:1]([O:3][C:4]([C:6]1[S:7][C:8](Cl)=[N:9][N:10]=1)=[O:5])[CH3:2].[CH:12]#[C:13][CH2:14][CH2:15][CH3:16].C(N(CC)CC)C. (3) Given the product [CH3:20][O:19][C:16]1[CH:17]=[C:18]2[C:13]([CH:12]=[CH:11][CH:10]=[C:9]2[CH2:8][C:7]([OH:21])=[O:6])=[CH:14][CH:15]=1, predict the reactants needed to synthesize it. The reactants are: [OH-].[Na+].O.C([O:6][C:7](=[O:21])[CH2:8][C:9]1[C:18]2[C:13](=[CH:14][CH:15]=[C:16]([O:19][CH3:20])[CH:17]=2)[CH:12]=[CH:11][CH:10]=1)C. (4) The reactants are: [C:1]([C:5]1[CH:31]=[CH:30][C:8]([CH2:9][S:10][C:11]2[O:12][C:13]3[C:18]([C:19](=[O:29])[C:20]=2[CH2:21][O:22]C2CCCCO2)=[CH:17][CH:16]=[CH:15][CH:14]=3)=[CH:7][CH:6]=1)([CH3:4])([CH3:3])[CH3:2].C(O)(=O)C.O. Given the product [C:1]([C:5]1[CH:31]=[CH:30][C:8]([CH2:9][S:10][C:11]2[O:12][C:13]3[C:18]([C:19](=[O:29])[C:20]=2[CH2:21][OH:22])=[CH:17][CH:16]=[CH:15][CH:14]=3)=[CH:7][CH:6]=1)([CH3:4])([CH3:2])[CH3:3], predict the reactants needed to synthesize it. (5) Given the product [CH2:1]([C@H:8]1[CH2:12][O:11][C:10]([CH3:14])([CH3:13])[N:9]1[C:15](=[O:35])[C:16]([C:44]1[O:43][C:42]([C:39]2[CH:40]=[CH:41][C:36]([C:47]3[CH:48]=[CH:49][CH:50]=[CH:51][CH:52]=3)=[CH:37][CH:38]=2)=[CH:46][CH:45]=1)=[O:17])[C:2]1[CH:7]=[CH:6][CH:5]=[CH:4][CH:3]=1, predict the reactants needed to synthesize it. The reactants are: [CH2:1]([C@H:8]1[CH2:12][O:11][C:10]([CH3:14])([CH3:13])[N:9]1[C:15](=[O:35])[C:16](C1C=CN(C2C=CC(C3C=CC=CC=3)=CC=2)C=1)=[O:17])[C:2]1[CH:7]=[CH:6][CH:5]=[CH:4][CH:3]=1.[C:36]1([C:47]2[CH:52]=[CH:51][CH:50]=[CH:49][CH:48]=2)[CH:41]=[CH:40][C:39]([C:42]2[O:43][CH:44]=[CH:45][CH:46]=2)=[CH:38][CH:37]=1.C(OC(=O)C(NN1[C@@H](CC2C=CC=CC=2)COC1(C)C)=O)C. (6) Given the product [CH3:18][O:1][C@H:2]1[CH2:7][CH2:6][C@H:5]([NH:8][C:9](=[O:15])[O:10][C:11]([CH3:12])([CH3:14])[CH3:13])[CH2:4][CH2:3]1, predict the reactants needed to synthesize it. The reactants are: [OH:1][C@H:2]1[CH2:7][CH2:6][C@H:5]([NH:8][C:9](=[O:15])[O:10][C:11]([CH3:14])([CH3:13])[CH3:12])[CH2:4][CH2:3]1.[H-].[Na+].[CH2:18]1OCCOCCOCCOCCOC1.IC.